This data is from Full USPTO retrosynthesis dataset with 1.9M reactions from patents (1976-2016). The task is: Predict the reactants needed to synthesize the given product. (1) Given the product [F:1][CH:2]([F:14])[N:3]1[CH:7]=[C:6]([C:8]#[CH:9])[CH:5]=[N:4]1, predict the reactants needed to synthesize it. The reactants are: [F:1][CH:2]([F:14])[N:3]1[CH:7]=[C:6]([C:8]#[C:9][Si](C)(C)C)[CH:5]=[N:4]1.C(=O)([O-])[O-].[K+].[K+]. (2) The reactants are: [CH3:1][C:2]1([CH3:16])[CH2:14][C:6]2=[C:7]([CH:12]=[O:13])[S:8][C:9]([S:10][CH3:11])=[C:5]2[C:4](=[O:15])[CH2:3]1.[C:17]([Li])#[C:18][CH3:19]. Given the product [C:12]([C:7]1[S:8][C:9]([S:10][CH3:11])=[C:5]2[C:4](=[O:15])[CH2:3][C:2]([CH3:16])([CH3:1])[CH2:14][C:6]=12)(=[O:13])[C:17]#[C:18][CH3:19], predict the reactants needed to synthesize it. (3) The reactants are: [I:1][C:2]1[CH:7]=[CH:6][N:5]=[C:4]([C:8]([OH:10])=[O:9])[CH:3]=1.S(=O)(=O)(O)O.[CH3:16]O. Given the product [CH3:16][O:9][C:8](=[O:10])[C:4]1[CH:3]=[C:2]([I:1])[CH:7]=[CH:6][N:5]=1, predict the reactants needed to synthesize it.